Task: Predict which catalyst facilitates the given reaction.. Dataset: Catalyst prediction with 721,799 reactions and 888 catalyst types from USPTO (1) Reactant: [Cl:1][C:2]1[CH:3]=[CH:4][C:5]2[NH:11][C:10](=S)[CH:9]([CH2:13][C:14]([O:16][CH2:17][CH3:18])=[O:15])[O:8][CH:7]([C:19]3[CH:24]=[CH:23][CH:22]=[C:21]([O:25][CH3:26])[C:20]=3[O:27][CH3:28])[C:6]=2[CH:29]=1.[CH2:30]([O:33][CH2:34][CH2:35][C:36]([NH:38][NH2:39])=O)[CH:31]=[CH2:32]. Product: [CH2:30]([O:33][CH2:34][CH2:35][C:36]1[N:11]2[C:5]3[CH:4]=[CH:3][C:2]([Cl:1])=[CH:29][C:6]=3[CH:7]([C:19]3[CH:24]=[CH:23][CH:22]=[C:21]([O:25][CH3:26])[C:20]=3[O:27][CH3:28])[O:8][CH:9]([CH2:13][C:14]([O:16][CH2:17][CH3:18])=[O:15])[C:10]2=[N:39][N:38]=1)[CH:31]=[CH2:32]. The catalyst class is: 12. (2) Reactant: C(OC(=O)[NH:7][C@@H:8]1[CH2:12][CH2:11][C@H:10]([C:13](=[O:17])[NH:14][CH2:15][CH3:16])[CH2:9]1)(C)(C)C.FC(F)(F)C(O)=O. Product: [CH2:15]([NH:14][C:13]([C@H:10]1[CH2:11][CH2:12][C@@H:8]([NH2:7])[CH2:9]1)=[O:17])[CH3:16]. The catalyst class is: 4. (3) Reactant: [F:1][C:2]1[CH:7]=[CH:6][C:5]([CH:8](C(OC)=O)[C:9]([O:11]C)=[O:10])=[C:4]([N+:17]([O-:19])=[O:18])[CH:3]=1.C(OCC)(=O)C.CCCCCC. Product: [F:1][C:2]1[CH:7]=[CH:6][C:5]([CH2:8][C:9]([OH:11])=[O:10])=[C:4]([N+:17]([O-:19])=[O:18])[CH:3]=1. The catalyst class is: 33. (4) Reactant: C(OC([N:8]1[CH2:13][CH2:12][N:11]([CH:14]([CH2:24][CH3:25])[C:15]#[C:16][C:17]2[CH:22]=[CH:21][CH:20]=[C:19]([Cl:23])[CH:18]=2)[CH2:10][CH2:9]1)=O)(C)(C)C.C(O)(C(F)(F)F)=O.C([O-])(O)=O.[Na+]. Product: [Cl:23][C:19]1[CH:18]=[C:17]([C:16]#[C:15][CH:14]([N:11]2[CH2:10][CH2:9][NH:8][CH2:13][CH2:12]2)[CH2:24][CH3:25])[CH:22]=[CH:21][CH:20]=1. The catalyst class is: 2. (5) Reactant: [NH2:1][C:2]1[N:10]=[C:9]2[C:5]([N:6]=[CH:7][N:8]2[CH2:11][C:12]([OH:14])=O)=[C:4]([C:15]2[O:16][CH:17]=[CH:18][CH:19]=2)[N:3]=1.C(C1NC=CN=1)(C1NC=CN=1)=O.[CH2:32]([NH2:39])[C:33]1[CH:38]=[CH:37][CH:36]=[CH:35][CH:34]=1. Product: [NH2:1][C:2]1[N:10]=[C:9]2[C:5]([N:6]=[CH:7][N:8]2[CH2:11][C:12]([NH:39][CH2:32][C:33]2[CH:38]=[CH:37][CH:36]=[CH:35][CH:34]=2)=[O:14])=[C:4]([C:15]2[O:16][CH:17]=[CH:18][CH:19]=2)[N:3]=1. The catalyst class is: 18. (6) Reactant: [CH3:1][C:2]1[C:7]([CH:8]([CH2:13][CH2:14][CH3:15])[C:9]([O:11]C)=[O:10])=[C:6]([C:16]2[CH:17]=[CH:18][CH:19]=[C:20]3[C:25]=2[N:24]=[CH:23][CH:22]=[CH:21]3)[N:5]=[C:4]([N:26]2[CH2:31][CH2:30][CH2:29][CH2:28][CH2:27]2)[N:3]=1.[OH-].[Na+]. Product: [CH3:1][C:2]1[C:7]([CH:8]([CH2:13][CH2:14][CH3:15])[C:9]([OH:11])=[O:10])=[C:6]([C:16]2[CH:17]=[CH:18][CH:19]=[C:20]3[C:25]=2[N:24]=[CH:23][CH:22]=[CH:21]3)[N:5]=[C:4]([N:26]2[CH2:31][CH2:30][CH2:29][CH2:28][CH2:27]2)[N:3]=1. The catalyst class is: 5.